Dataset: Reaction yield outcomes from USPTO patents with 853,638 reactions. Task: Predict the reaction yield, written as a fraction of the theoretical maximum amount of product (1.0 means a 100% yield; for example, 0.34 means a 34% yield). The reactants are [CH2:1]([NH:3][C:4]1[C:13]([CH:14]=[O:15])=[CH:12][C:11]2[C:6](=[CH:7][CH:8]=[C:9]([O:16][CH3:17])[CH:10]=2)[N:5]=1)[CH3:2]. The catalyst is C1COCC1. The product is [CH2:1]([NH:3][C:4]1[C:13]([CH2:14][OH:15])=[CH:12][C:11]2[C:6](=[CH:7][CH:8]=[C:9]([O:16][CH3:17])[CH:10]=2)[N:5]=1)[CH3:2]. The yield is 0.780.